From a dataset of Forward reaction prediction with 1.9M reactions from USPTO patents (1976-2016). Predict the product of the given reaction. (1) Given the reactants [CH3:1][O:2][C:3]([C:5]1[CH:6]=[C:7]2[C:11](=[CH:12][CH:13]=1)[NH:10][CH:9]=[CH:8]2)=[O:4].C([BH3-])#N.[Na+].O, predict the reaction product. The product is: [CH3:1][O:2][C:3]([C:5]1[CH:6]=[C:7]2[C:11](=[CH:12][CH:13]=1)[NH:10][CH2:9][CH2:8]2)=[O:4]. (2) The product is: [N:20]1([C:7]2[CH:8]=[C:9]3[C:14](=[CH:15][CH:16]=2)[C:13](=[O:17])[CH2:12][CH2:11][CH2:10]3)[CH2:25][CH2:24][O:23][CH2:22][CH2:21]1. Given the reactants FC(F)(F)S(O[C:7]1[CH:16]=[CH:15][C:14]2[C:13](=[O:17])[CH2:12][CH2:11][CH2:10][C:9]=2[CH:8]=1)(=O)=O.[NH:20]1[CH2:25][CH2:24][O:23][CH2:22][CH2:21]1.P([O-])([O-])([O-])=O.[K+].[K+].[K+].O, predict the reaction product. (3) Given the reactants [CH2:1]([O:3][C:4]1[N:8]=[C:7]([CH:9]2[CH2:14][CH:13]([C:15]3[CH:20]=[CH:19][C:18]([O:21][C:22]([F:25])([F:24])[F:23])=[C:17]([F:26])[CH:16]=3)[CH2:12][NH:11][CH2:10]2)[O:6][N:5]=1)[CH3:2].C(N(CC)CC)C.Cl[C:35]([O:37][C:38]1[CH:43]=[CH:42][C:41]([N+:44]([O-:46])=[O:45])=[CH:40][CH:39]=1)=[O:36].O, predict the reaction product. The product is: [CH2:1]([O:3][C:4]1[N:8]=[C:7]([CH:9]2[CH2:14][CH:13]([C:15]3[CH:20]=[CH:19][C:18]([O:21][C:22]([F:25])([F:23])[F:24])=[C:17]([F:26])[CH:16]=3)[CH2:12][N:11]([C:35]([O:37][C:38]3[CH:39]=[CH:40][C:41]([N+:44]([O-:46])=[O:45])=[CH:42][CH:43]=3)=[O:36])[CH2:10]2)[O:6][N:5]=1)[CH3:2].